This data is from Forward reaction prediction with 1.9M reactions from USPTO patents (1976-2016). The task is: Predict the product of the given reaction. (1) Given the reactants O1CCCC1.[C:6]([O:10][C:11]([NH:13][C@H:14]1[CH2:19][CH2:18][C@H:17]([OH:20])[CH2:16][CH2:15]1)=[O:12])([CH3:9])([CH3:8])[CH3:7].[CH2:21](Br)[C:22]1[CH:27]=[CH:26][CH:25]=[CH:24][CH:23]=1.[H-].[Na+], predict the reaction product. The product is: [C:6]([O:10][C:11]([NH:13][C@H:14]1[CH2:15][CH2:16][C@H:17]([O:20][CH2:21][C:22]2[CH:27]=[CH:26][CH:25]=[CH:24][CH:23]=2)[CH2:18][CH2:19]1)=[O:12])([CH3:9])([CH3:7])[CH3:8]. (2) Given the reactants [CH3:1][CH:2]1[CH2:7][CH2:6][CH2:5][CH2:4][N:3]1[C:8]([N:10]1[CH2:16][C:15]2[CH:17]=[CH:18][C:19]([C:21]([O:23]C)=O)=[CH:20][C:14]=2[O:13][CH2:12][CH2:11]1)=[O:9].[NH2:25][OH:26].[OH-].[Na+], predict the reaction product. The product is: [OH:26][NH:25][C:21]([C:19]1[CH:18]=[CH:17][C:15]2[CH2:16][N:10]([C:8]([N:3]3[CH2:4][CH2:5][CH2:6][CH2:7][CH:2]3[CH3:1])=[O:9])[CH2:11][CH2:12][O:13][C:14]=2[CH:20]=1)=[O:23]. (3) Given the reactants [C:1]1([CH:8]=[CH:7][CH:6]=[C:4]([OH:5])[CH:3]=1)[OH:2].[C:9](OC(=O)C)(=[O:11])[CH3:10], predict the reaction product. The product is: [C:9]([C:3]1[C:4]([OH:5])=[CH:6][CH:7]=[CH:8][C:1]=1[OH:2])(=[O:11])[CH3:10]. (4) Given the reactants N[C@@H:2]([CH3:5])[CH2:3][OH:4].[NH2:6][CH:7]1[CH2:12][CH2:11][O:10][CH2:9][CH2:8]1.Cl.FC1C=[C:17]([C@@H:23]([C:25]2C=N[N:28]([CH3:30])[CH:29]=2)N)[CH:18]=[CH:19]C=1OC.Cl.[NH2:32][C@@H:33]([C:36]1[CH:41]=[CH:40][C:39]([O:42][C:43]([F:46])([F:45])F)=[CH:38][CH:37]=1)[CH2:34][OH:35], predict the reaction product. The product is: [F:46][CH:43]([F:45])[O:42][C:39]1[CH:38]=[CH:37][C:36]([C@H:33]([NH:32][C:3]([C:2]2[CH:5]=[C:23]3[C:17](=[CH:18][CH:19]=2)[CH:30]=[N:28][C:29]([NH:6][CH:7]2[CH2:12][CH2:11][O:10][CH2:9][CH2:8]2)=[CH:25]3)=[O:4])[CH2:34][OH:35])=[CH:41][CH:40]=1.